From a dataset of Full USPTO retrosynthesis dataset with 1.9M reactions from patents (1976-2016). Predict the reactants needed to synthesize the given product. (1) Given the product [ClH:40].[CH3:27][N:25]1[CH:26]=[C:22]([C:21]2[C:16]([NH:15][CH2:14][CH:10]3[CH2:11][CH2:12][CH2:13][NH:8][CH2:9]3)=[N:17][C:18]([C:28]3[CH:33]=[CH:32][CH:31]=[C:30]([C:34]4[CH:35]=[N:36][N:37]([CH3:39])[CH:38]=4)[CH:29]=3)=[N:19][CH:20]=2)[CH:23]=[N:24]1, predict the reactants needed to synthesize it. The reactants are: C(OC([N:8]1[CH2:13][CH2:12][CH2:11][CH:10]([CH2:14][NH:15][C:16]2[C:21]([C:22]3[CH:23]=[N:24][N:25]([CH3:27])[CH:26]=3)=[CH:20][N:19]=[C:18]([C:28]3[CH:33]=[CH:32][CH:31]=[C:30]([C:34]4[CH:35]=[N:36][N:37]([CH3:39])[CH:38]=4)[CH:29]=3)[N:17]=2)[CH2:9]1)=O)(C)(C)C.[ClH:40]. (2) Given the product [CH:28]1([NH:1][C@@H:2]2[CH2:6][CH2:5][N:4]([C:7]([C:9]3[CH:10]=[C:11]([CH:24]=[CH:25][C:26]=3[F:27])[CH2:12][C:13]3[C:22]4[C:17](=[CH:18][CH:19]=[CH:20][CH:21]=4)[C:16](=[O:23])[NH:15][N:14]=3)=[O:8])[CH2:3]2)[CH2:32][CH2:31][CH2:30][CH2:29]1, predict the reactants needed to synthesize it. The reactants are: [NH2:1][C@@H:2]1[CH2:6][CH2:5][N:4]([C:7]([C:9]2[CH:10]=[C:11]([CH:24]=[CH:25][C:26]=2[F:27])[CH2:12][C:13]2[C:22]3[C:17](=[CH:18][CH:19]=[CH:20][CH:21]=3)[C:16](=[O:23])[NH:15][N:14]=2)=[O:8])[CH2:3]1.[C:28]1(=O)[CH2:32][CH2:31][CH2:30][CH2:29]1.C(O[BH-](OC(=O)C)OC(=O)C)(=O)C.[Na+]. (3) Given the product [CH3:1][N:2]1[C:10]([CH:29]([OH:28])[CH3:30])=[C:9]2[C:4]([C:5]([C:11]3[C:16]([CH3:17])=[CH:15][C:14]([CH3:18])=[CH:13][C:12]=3[CH3:19])=[CH:6][CH:7]=[CH:8]2)=[N:3]1, predict the reactants needed to synthesize it. The reactants are: [CH3:1][N:2]1[CH:10]=[C:9]2[C:4]([C:5]([C:11]3[C:16]([CH3:17])=[CH:15][C:14]([CH3:18])=[CH:13][C:12]=3[CH3:19])=[CH:6][CH:7]=[CH:8]2)=[N:3]1.C([N-]C(C)C)(C)C.[Li+].[O:28]1CC[CH2:30][CH2:29]1.CCCCCCC.C(C1C=CC=CC=1)C.C(=O)C. (4) Given the product [Cl:32][C:13]1[C:14]([O:30][CH3:31])=[CH:15][CH:16]=[C:17]2[C:12]=1[N:11]=[C:10]([N:6]1[CH:7]=[CH:8][C:4]([CH:1]([CH3:3])[CH3:2])=[N:5]1)[CH:19]=[C:18]2[OH:20], predict the reactants needed to synthesize it. The reactants are: [CH:1]([C:4]1[CH:8]=[CH:7][NH:6][N:5]=1)([CH3:3])[CH3:2].Cl[C:10]1[CH:19]=[C:18]([O:20]CC2C=CC(OC)=CC=2)[C:17]2[C:12](=[C:13]([Cl:32])[C:14]([O:30][CH3:31])=[CH:15][CH:16]=2)[N:11]=1.O. (5) Given the product [Cl:13][C:14]1[CH:28]=[CH:27][C:17]([O:18][C:19]2[CH:20]=[CH:21][C:22]([CH2:25][O:26][C:2]3[CH:3]=[C:4]4[N:11]([CH3:12])[CH2:10][CH2:9][N:5]4[C:6](=[O:8])[N:7]=3)=[CH:23][CH:24]=2)=[CH:16][C:15]=1[C:29]([F:30])([F:31])[F:32], predict the reactants needed to synthesize it. The reactants are: Cl[C:2]1[CH:3]=[C:4]2[N:11]([CH3:12])[CH2:10][CH2:9][N:5]2[C:6](=[O:8])[N:7]=1.[Cl:13][C:14]1[CH:28]=[CH:27][C:17]([O:18][C:19]2[CH:24]=[CH:23][C:22]([CH2:25][OH:26])=[CH:21][CH:20]=2)=[CH:16][C:15]=1[C:29]([F:32])([F:31])[F:30]. (6) The reactants are: [CH2:1]([N:3]1[C:8](=[O:9])[C:7]2[C:10]([CH3:18])=[C:11]([C:13]3[O:14][CH2:15][CH2:16][N:17]=3)[S:12][C:6]=2[NH:5][C:4]1=[O:19])[CH3:2].ClC1C(=O)C(C#N)=C(C#N)C(=O)C=1Cl. Given the product [CH2:1]([N:3]1[C:8](=[O:9])[C:7]2[C:10]([CH3:18])=[C:11]([C:13]3[O:14][CH:15]=[CH:16][N:17]=3)[S:12][C:6]=2[NH:5][C:4]1=[O:19])[CH3:2], predict the reactants needed to synthesize it. (7) Given the product [C:1]([C:5]1[C:9]2[CH2:10][N:11]([C:22]([NH:21][C:17]3[CH:18]=[CH:19][CH:20]=[C:15]([Cl:14])[CH:16]=3)=[O:23])[CH2:12][CH2:13][C:8]=2[NH:7][N:6]=1)([CH3:4])([CH3:2])[CH3:3], predict the reactants needed to synthesize it. The reactants are: [C:1]([C:5]1[C:9]2[CH2:10][NH:11][CH2:12][CH2:13][C:8]=2[NH:7][N:6]=1)([CH3:4])([CH3:3])[CH3:2].[Cl:14][C:15]1[CH:20]=[CH:19][CH:18]=[C:17]([N:21]=[C:22]=[O:23])[CH:16]=1. (8) Given the product [Br-:14].[CH2:1]([O:8][C:9]1[CH:16]=[CH:15][C:12]([CH2:13][P+:23]([C:24]2[CH:25]=[CH:26][CH:27]=[CH:28][CH:29]=2)([C:30]2[CH:35]=[CH:34][CH:33]=[CH:32][CH:31]=2)[C:20]2[CH:19]=[CH:18][CH:17]=[CH:22][CH:21]=2)=[CH:11][CH:10]=1)[C:2]1[CH:7]=[CH:6][CH:5]=[CH:4][CH:3]=1, predict the reactants needed to synthesize it. The reactants are: [CH2:1]([O:8][C:9]1[CH:16]=[CH:15][C:12]([CH2:13][Br:14])=[CH:11][CH:10]=1)[C:2]1[CH:7]=[CH:6][CH:5]=[CH:4][CH:3]=1.[CH:17]1[CH:22]=[CH:21][C:20]([P:23]([C:30]2[CH:35]=[CH:34][CH:33]=[CH:32][CH:31]=2)[C:24]2[CH:29]=[CH:28][CH:27]=[CH:26][CH:25]=2)=[CH:19][CH:18]=1. (9) Given the product [NH2:21][C:18]1[CH:19]=[CH:20][C:15]([N:11]2[C:12](=[O:14])[NH:13][C:9]([C:3]3[C:4]([F:8])=[CH:5][CH:6]=[CH:7][C:2]=3[Cl:1])=[N:10]2)=[CH:16][C:17]=1[O:24][CH3:25], predict the reactants needed to synthesize it. The reactants are: [Cl:1][C:2]1[CH:7]=[CH:6][CH:5]=[C:4]([F:8])[C:3]=1[C:9]1[NH:13][C:12](=[O:14])[N:11]([C:15]2[CH:20]=[CH:19][C:18]([N+:21]([O-])=O)=[C:17]([O:24][CH3:25])[CH:16]=2)[N:10]=1.